This data is from Reaction yield outcomes from USPTO patents with 853,638 reactions. The task is: Predict the reaction yield, written as a fraction of the theoretical maximum amount of product (1.0 means a 100% yield; for example, 0.34 means a 34% yield). (1) The reactants are [C:1]([C:4]1[C:9]([NH:10][C:11]([C:13]2[S:14][CH:15]=[C:16]([CH:18]([CH3:20])[CH3:19])[N:17]=2)=O)=[C:8]([CH3:21])[C:7]([O:22][CH3:23])=[CH:6][CH:5]=1)(=[O:3])[CH3:2].C(C1N=C(C2C=C(O)C3C(=CC(OC)=CC=3)N=2)SC=1)(C)C. No catalyst specified. The product is [CH:18]([C:16]1[N:17]=[C:13]([C:11]2[CH:2]=[C:1]([OH:3])[C:4]3[C:9](=[C:8]([CH3:21])[C:7]([O:22][CH3:23])=[CH:6][CH:5]=3)[N:10]=2)[S:14][CH:15]=1)([CH3:20])[CH3:19]. The yield is 0.600. (2) The reactants are [Br:1][C:2]1[CH:18]=[CH:17][C:5]([N:6]([CH:11]2[CH2:16][CH2:15][CH2:14][CH2:13][CH2:12]2)[CH2:7][CH:8]([CH3:10])[CH3:9])=[C:4]([N+:19]([O-:21])=[O:20])[CH:3]=1.BrC1C=C([N+]([O-])=O)C([F:32])=CC=1F. No catalyst specified. The product is [Br:1][C:2]1[C:18]([F:32])=[CH:17][C:5]([N:6]([CH:11]2[CH2:16][CH2:15][CH2:14][CH2:13][CH2:12]2)[CH2:7][CH:8]([CH3:10])[CH3:9])=[C:4]([N+:19]([O-:21])=[O:20])[CH:3]=1. The yield is 0.810. (3) The reactants are Br[C:2]1[CH:3]=[C:4]([CH:8]=[CH:9][C:10]=1[CH3:11])[C:5]([OH:7])=[O:6].[Li]CCCC.CN([CH:20]=[O:21])C. The catalyst is O1CCCC1. The product is [CH:20]([C:2]1[CH:3]=[C:4]([CH:8]=[CH:9][C:10]=1[CH3:11])[C:5]([OH:7])=[O:6])=[O:21]. The yield is 0.980. (4) The reactants are [NH2:1][CH2:2][CH2:3][C:4]([O:6][CH3:7])=[O:5].[C:8]1(=O)[CH2:12][CH2:11][CH2:10][CH2:9]1.C([O-])(=O)C.[Na+].C(O[BH-](OC(=O)C)OC(=O)C)(=O)C.[Na+].C(=O)(O)[O-].[Na+].[OH-].[Na+]. The catalyst is C(Cl)Cl. The product is [CH:8]1([NH:1][CH2:2][CH2:3][C:4]([O:6][CH3:7])=[O:5])[CH2:12][CH2:11][CH2:10][CH2:9]1. The yield is 0.550. (5) The reactants are [F:1][C:2]1[CH:7]=[C:6](I)[CH:5]=[CH:4][C:3]=1[NH:9][S:10]([CH3:13])(=[O:12])=[O:11].[B:14]1([B:14]2[O:18][C:17]([CH3:20])([CH3:19])[C:16]([CH3:22])([CH3:21])[O:15]2)[O:18][C:17]([CH3:20])([CH3:19])[C:16]([CH3:22])([CH3:21])[O:15]1.C([O-])(=O)C.[K+]. The catalyst is CO.C1C=CC(P(C2C=CC=CC=2)[C-]2C=CC=C2)=CC=1.C1C=CC(P(C2C=CC=CC=2)[C-]2C=CC=C2)=CC=1.Cl[Pd]Cl.[Fe+2].ClCCl. The product is [F:1][C:2]1[CH:7]=[C:6]([B:14]2[O:18][C:17]([CH3:20])([CH3:19])[C:16]([CH3:22])([CH3:21])[O:15]2)[CH:5]=[CH:4][C:3]=1[NH:9][S:10]([CH3:13])(=[O:12])=[O:11]. The yield is 0.210.